Dataset: Reaction yield outcomes from USPTO patents with 853,638 reactions. Task: Predict the reaction yield, written as a fraction of the theoretical maximum amount of product (1.0 means a 100% yield; for example, 0.34 means a 34% yield). The reactants are B.O1CCCC1.[C:7]([N:14]1[CH2:22][CH2:21][CH2:20][C@@H:16]([C:17](O)=[O:18])[CH2:15]1)([O:9][C:10]([CH3:13])([CH3:12])[CH3:11])=[O:8].[OH-].[Na+]. The catalyst is C1COCC1. The product is [OH:18][CH2:17][C@@H:16]1[CH2:20][CH2:21][CH2:22][N:14]([C:7]([O:9][C:10]([CH3:13])([CH3:12])[CH3:11])=[O:8])[CH2:15]1. The yield is 0.980.